From a dataset of Full USPTO retrosynthesis dataset with 1.9M reactions from patents (1976-2016). Predict the reactants needed to synthesize the given product. The reactants are: [CH2:1]([N:3]([CH2:19][CH3:20])[CH2:4][CH2:5][N:6]1[CH2:11][CH2:10][C:9]2[NH:12][C:13]([CH:16]=O)=[C:14]([CH3:15])[C:8]=2[C:7]1=[O:18])[CH3:2].[O:21]=[C:22]1[CH2:30][C:29]2[C:24](=[CH:25][CH:26]=[C:27]([NH:31][CH:32]=[O:33])[CH:28]=2)[NH:23]1. Given the product [CH2:1]([N:3]([CH2:19][CH3:20])[CH2:4][CH2:5][N:6]1[CH2:11][CH2:10][C:9]2[NH:12][C:13]([CH:16]=[C:30]3[C:29]4[C:24](=[CH:25][CH:26]=[C:27]([NH:31][CH:32]=[O:33])[CH:28]=4)[NH:23][C:22]3=[O:21])=[C:14]([CH3:15])[C:8]=2[C:7]1=[O:18])[CH3:2], predict the reactants needed to synthesize it.